This data is from Reaction yield outcomes from USPTO patents with 853,638 reactions. The task is: Predict the reaction yield, written as a fraction of the theoretical maximum amount of product (1.0 means a 100% yield; for example, 0.34 means a 34% yield). (1) The reactants are [C:1]([C:3]1[C:4]([CH2:24][CH2:25][CH3:26])=[N:5][C:6]2[C:11]([C:12]=1[C:13]1[CH:18]=[CH:17][CH:16]=[CH:15][CH:14]=1)=[CH:10][C:9]([O:19][CH2:20][C:21]([NH2:23])=[O:22])=[CH:8][CH:7]=2)#[N:2].N.CO. The yield is 0.620. The product is [NH2:2][CH2:1][C:3]1[C:4]([CH2:24][CH2:25][CH3:26])=[N:5][C:6]2[C:11]([C:12]=1[C:13]1[CH:18]=[CH:17][CH:16]=[CH:15][CH:14]=1)=[CH:10][C:9]([O:19][CH2:20][C:21]([NH2:23])=[O:22])=[CH:8][CH:7]=2. The catalyst is [Co].O1CCCC1. (2) The reactants are [CH2:1]=[C:2]([CH:4]1[CH2:9][CH2:8][CH2:7][CH2:6][C:5]1=[O:10])[CH3:3].[CH3:11][O:12][N:13]=[CH:14][CH3:15].Cl[Sn](Cl)(Cl)Cl. The catalyst is ClCCCl. The product is [CH3:11][O:12][N:13]1[CH:14]([CH3:15])[CH2:3][C:2]([CH3:1])=[CH:4][CH2:9][CH2:8][CH2:7][CH2:6][C:5]1=[O:10]. The yield is 0.840. (3) The reactants are [CH3:1][C:2]1[CH:7]=[CH:6][C:5]([S:8]([O:11][C@@H:12]2[CH2:16][O:15][C@@H:14]3[C@H:17](OS(C4C=CC(C)=CC=4)(=O)=O)[CH2:18][O:19][C@H:13]23)(=[O:10])=[O:9])=[CH:4][CH:3]=1.[Br-:31].[Li+].O. The catalyst is CN(C)C=O. The product is [CH3:1][C:2]1[CH:7]=[CH:6][C:5]([S:8]([O:11][C@@H:12]2[CH2:16][O:15][C@@H:14]3[C@@H:17]([Br:31])[CH2:18][O:19][C@H:13]23)(=[O:10])=[O:9])=[CH:4][CH:3]=1. The yield is 0.290. (4) The reactants are [CH3:1][O:2][C:3]1[CH:4]=[CH:5][C:6]2[C:18]3[C:17]4[CH:16]=[CH:15][C:14]([O:19][CH3:20])=[CH:13][C:12]=4[C:11](=[O:21])[C:10]=3[CH:9]=[C:8]([OH:22])[C:7]=2[CH:23]=1.[C:24](O[C:24]([O:26][C:27]([CH3:30])([CH3:29])[CH3:28])=[O:25])([O:26][C:27]([CH3:30])([CH3:29])[CH3:28])=[O:25]. The catalyst is C1COCC1.CN(C)C1C=CN=CC=1. The product is [CH3:1][O:2][C:3]1[CH:4]=[CH:5][C:6]2[C:18]3[C:17]4[CH:16]=[CH:15][C:14]([O:19][CH3:20])=[CH:13][C:12]=4[C:11](=[O:21])[C:10]=3[CH:9]=[C:8]([O:22][C:24]([O:26][C:27]([CH3:30])([CH3:29])[CH3:28])=[O:25])[C:7]=2[CH:23]=1. The yield is 0.970. (5) The reactants are [CH3:1][O:2][C@@H:3]1[C@@H:8]2[C@H:6]([O:7]2)[C@@H:5]([CH2:9][OH:10])[O:4]1.[H-].[Na+].[CH:13]1[CH:18]=[CH:17][C:16]([CH2:19]Br)=[CH:15][CH:14]=1. The catalyst is O1CCOCC1. The product is [CH2:19]([O:10][CH2:9][C@H:5]1[O:4][C@H:3]([O:2][CH3:1])[C@@H:8]2[C@@H:6]1[O:7]2)[C:16]1[CH:17]=[CH:18][CH:13]=[CH:14][CH:15]=1. The yield is 0.820.